From a dataset of Forward reaction prediction with 1.9M reactions from USPTO patents (1976-2016). Predict the product of the given reaction. (1) Given the reactants [F:1][C:2]1[CH:9]=[CH:8][C:5]([CH:6]=[CH2:7])=[CH:4][CH:3]=1.C(=O)([O-])[O-].[K+].[K+].CN(C=O)C.I[C:22]1[CH:27]=[CH:26][N:25]=[C:24]([O:28][CH2:29][C:30]2[CH:35]=[CH:34][C:33]([O:36][CH3:37])=[CH:32][CH:31]=2)[CH:23]=1, predict the reaction product. The product is: [F:1][C:2]1[CH:9]=[CH:8][C:5](/[CH:6]=[CH:7]/[C:22]2[CH:27]=[CH:26][N:25]=[C:24]([O:28][CH2:29][C:30]3[CH:31]=[CH:32][C:33]([O:36][CH3:37])=[CH:34][CH:35]=3)[CH:23]=2)=[CH:4][CH:3]=1. (2) Given the reactants O[C:2]([C:4](F)(F)F)=O.[NH2:8][CH2:9][CH:10]([NH:14][C:15](=[O:33])[CH:16]([CH2:26][CH:27]1[CH2:32][CH2:31][CH2:30][CH2:29][CH2:28]1)[CH2:17][C:18]([N:20]1[CH2:25][CH2:24][O:23][CH2:22][CH2:21]1)=[O:19])[C:11](=O)[NH2:12].[C:34]1(=O)[CH2:39][CH2:38][CH2:37][CH2:36][CH2:35]1.C(O[BH-](OC(=O)C)OC(=O)C)(=O)C.[Na+].C(=O)C, predict the reaction product. The product is: [C:9]([CH:10]([CH2:11][N:12]([CH:34]1[CH2:39][CH2:38][CH2:37][CH2:36][CH2:35]1)[CH2:2][CH3:4])[NH:14][C:15](=[O:33])[CH:16]([CH2:26][CH:27]1[CH2:32][CH2:31][CH2:30][CH2:29][CH2:28]1)[CH2:17][C:18]([N:20]1[CH2:25][CH2:24][O:23][CH2:22][CH2:21]1)=[O:19])#[N:8]. (3) Given the reactants [C:1]([NH:4][C:5]1[C:14]2[C:9](=[N:10][C:11]([C:22]3[CH:27]=[CH:26][C:25]([Cl:28])=[CH:24][C:23]=3[Cl:29])=[C:12]([C:15]3[CH:20]=[CH:19][C:18]([Cl:21])=[CH:17][CH:16]=3)[CH:13]=2)[N:8]([CH3:30])[C:7](=[O:31])[C:6]=1[C:32](OC)=[O:33])(=[O:3])[CH3:2].C([O-])([O-])=O.[Cs+].[Cs+].[CH:42]([OH:45])([CH3:44])[CH3:43], predict the reaction product. The product is: [C:1]([NH:4][C:5]1[C:14]2[C:9](=[N:10][C:11]([C:22]3[CH:27]=[CH:26][C:25]([Cl:28])=[CH:24][C:23]=3[Cl:29])=[C:12]([C:15]3[CH:20]=[CH:19][C:18]([Cl:21])=[CH:17][CH:16]=3)[CH:13]=2)[N:8]([CH3:30])[C:7](=[O:31])[C:6]=1[C:32]([O:45][CH:42]([CH3:44])[CH3:43])=[O:33])(=[O:3])[CH3:2]. (4) Given the reactants [Br:1][C:2]1[CH:10]=[C:9]2[C:5]([CH:6]=[CH:7][NH:8]2)=[CH:4][CH:3]=1.N#N.[H-].[Na+].[CH:15]([Si:18](Cl)([CH:22]([CH3:24])[CH3:23])[CH:19]([CH3:21])[CH3:20])([CH3:17])[CH3:16], predict the reaction product. The product is: [Br:1][C:2]1[CH:10]=[C:9]2[C:5]([CH:6]=[CH:7][N:8]2[Si:18]([CH:22]([CH3:24])[CH3:23])([CH:19]([CH3:21])[CH3:20])[CH:15]([CH3:17])[CH3:16])=[CH:4][CH:3]=1. (5) Given the reactants Br[C:2]1[S:6][C:5]([C:7]2[S:8][CH:9]=[C:10]([CH2:12][CH2:13][CH2:14][CH2:15][CH2:16][CH2:17][CH2:18][CH2:19][CH2:20][CH2:21][CH2:22][CH3:23])[CH:11]=2)=[CH:4][C:3]=1[CH2:24][CH2:25][CH2:26][CH2:27][CH2:28][CH2:29][CH2:30][CH2:31][CH2:32][CH2:33][CH2:34][CH3:35].C([Li])CCC.CCCCCC.[CH3:47][Sn:48](Cl)([CH3:50])[CH3:49], predict the reaction product. The product is: [CH3:47][Sn:48]([CH3:50])([CH3:49])[C:2]1[S:6][C:5]([C:7]2[S:8][CH:9]=[C:10]([CH2:12][CH2:13][CH2:14][CH2:15][CH2:16][CH2:17][CH2:18][CH2:19][CH2:20][CH2:21][CH2:22][CH3:23])[CH:11]=2)=[CH:4][C:3]=1[CH2:24][CH2:25][CH2:26][CH2:27][CH2:28][CH2:29][CH2:30][CH2:31][CH2:32][CH2:33][CH2:34][CH3:35]. (6) Given the reactants [N:1]1[CH:6]=[CH:5][CH:4]=[CH:3][C:2]=1[C:7]1[CH:11]=[C:10]([NH2:12])[NH:9][N:8]=1.O.[N+:14]([CH:17]([CH:20]=O)[CH:18]=O)([O-:16])=[O:15].[Na], predict the reaction product. The product is: [N:1]1[CH:6]=[CH:5][CH:4]=[CH:3][C:2]=1[C:7]1[C:11]2[C:10](=[N:12][CH:18]=[C:17]([N+:14]([O-:16])=[O:15])[CH:20]=2)[NH:9][N:8]=1. (7) Given the reactants [C:1]([O:5][C:6](=[O:23])[NH:7][CH2:8][CH:9]1[CH2:14][CH2:13][CH2:12][N:11]([C:15]2[C:20](Br)=[CH:19][N:18]=[C:17]([Cl:22])[N:16]=2)[CH2:10]1)([CH3:4])([CH3:3])[CH3:2].[CH3:24][N:25]1[CH:29]=[C:28](B2OC(C)(C)C(C)(C)O2)[CH:27]=[N:26]1.P([O-])([O-])([O-])=O.[K+].[K+].[K+].C(Cl)Cl.CC1CCCO1, predict the reaction product. The product is: [C:1]([O:5][C:6](=[O:23])[NH:7][CH2:8][CH:9]1[CH2:14][CH2:13][CH2:12][N:11]([C:15]2[C:20]([C:28]3[CH:27]=[N:26][N:25]([CH3:24])[CH:29]=3)=[CH:19][N:18]=[C:17]([Cl:22])[N:16]=2)[CH2:10]1)([CH3:4])([CH3:3])[CH3:2].